Dataset: Catalyst prediction with 721,799 reactions and 888 catalyst types from USPTO. Task: Predict which catalyst facilitates the given reaction. (1) Reactant: C(OC([N:8]1[CH2:13][CH2:12][CH:11]([CH2:14][C:15]2[CH:20]=[CH:19][C:18]([O:21][CH2:22][C:23]3[CH:28]=[CH:27][C:26]([C:29]([F:32])([F:31])[F:30])=[CH:25][CH:24]=3)=[CH:17][CH:16]=2)[CH2:10][CH2:9]1)=O)(C)(C)C.FC(F)(F)C(O)=O. Product: [F:32][C:29]([F:30])([F:31])[C:26]1[CH:25]=[CH:24][C:23]([CH2:22][O:21][C:18]2[CH:19]=[CH:20][C:15]([CH2:14][CH:11]3[CH2:12][CH2:13][NH:8][CH2:9][CH2:10]3)=[CH:16][CH:17]=2)=[CH:28][CH:27]=1. The catalyst class is: 4. (2) Reactant: C(N(CC)CC)C.Cl[C:9]1[C:14]([N+:15]([O-:17])=[O:16])=[CH:13][CH:12]=[C:11]([Cl:18])[N:10]=1.[Cl:19][C:20]1[CH:21]=[C:22]([NH2:28])[C:23]([O:26][CH3:27])=[N:24][CH:25]=1. Product: [Cl:18][C:11]1[N:10]=[C:9]([NH:28][C:22]2[C:23]([O:26][CH3:27])=[N:24][CH:25]=[C:20]([Cl:19])[CH:21]=2)[C:14]([N+:15]([O-:17])=[O:16])=[CH:13][CH:12]=1. The catalyst class is: 10.